Dataset: Full USPTO retrosynthesis dataset with 1.9M reactions from patents (1976-2016). Task: Predict the reactants needed to synthesize the given product. (1) The reactants are: [CH:1]1([C:4]2[C:5]([NH:21][C@@H:22]3[C:30]4[C:25](=[CH:26][CH:27]=[CH:28][CH:29]=4)[CH2:24][C@H:23]3[NH2:31])=[N:6][C:7]([CH:18]3[CH2:20][CH2:19]3)=[C:8]([C:10]3[CH:15]=[CH:14][C:13]([Cl:16])=[CH:12][C:11]=3[Cl:17])[N:9]=2)[CH2:3][CH2:2]1.Cl[C:33](Cl)(Cl)[C:34](=[O:36])C. Given the product [CH:1]1([C:4]2[C:5]([NH:21][C@@H:22]3[C:30]4[C:25](=[CH:26][CH:27]=[CH:28][CH:29]=4)[CH2:24][C@H:23]3[NH:31][C:34](=[O:36])[CH3:33])=[N:6][C:7]([CH:18]3[CH2:19][CH2:20]3)=[C:8]([C:10]3[CH:15]=[CH:14][C:13]([Cl:16])=[CH:12][C:11]=3[Cl:17])[N:9]=2)[CH2:2][CH2:3]1, predict the reactants needed to synthesize it. (2) The reactants are: [Cl:1][C:2]1[C:3]([C:20]2[C:25]([CH3:26])=[CH:24][C:23]([CH3:27])=[CH:22][N:21]=2)=[CH:4][C:5]([N:8]2[CH2:13][CH2:12][N:11]3[CH:14]=[C:15]([C:17](O)=[O:18])[N:16]=[C:10]3[CH2:9]2)=[N:6][CH:7]=1.CN(C(ON1N=NC2[CH:39]=[CH:40][CH:41]=[N:42][C:37]1=2)=[N+](C)C)C.F[P-](F)(F)(F)(F)F.CCN(C(C)C)C(C)C.N1CCCC1. Given the product [Cl:1][C:2]1[C:3]([C:20]2[C:25]([CH3:26])=[CH:24][C:23]([CH3:27])=[CH:22][N:21]=2)=[CH:4][C:5]([N:8]2[CH2:13][CH2:12][N:11]3[CH:14]=[C:15]([C:17]([N:42]4[CH2:41][CH2:40][CH2:39][CH2:37]4)=[O:18])[N:16]=[C:10]3[CH2:9]2)=[N:6][CH:7]=1, predict the reactants needed to synthesize it. (3) The reactants are: C(=O)([O-])[O-].[Cs+].[Cs+].OC1C=CC=C2C=1N=C(O)C=C2.[F:19][C:20]1[CH:25]=[CH:24][C:23](I)=[CH:22][CH:21]=1.[CH2:27]([O:29][C:30]1[CH:35]=[CH:34][NH:33][C:32](=[O:36])[C:31]=1[C:37]([O:39][CH2:40][CH3:41])=[O:38])[CH3:28]. Given the product [CH2:27]([O:29][C:30]1[CH:35]=[CH:34][N:33]([C:23]2[CH:24]=[CH:25][C:20]([F:19])=[CH:21][CH:22]=2)[C:32](=[O:36])[C:31]=1[C:37]([O:39][CH2:40][CH3:41])=[O:38])[CH3:28], predict the reactants needed to synthesize it.